Task: Predict the reaction yield, written as a fraction of the theoretical maximum amount of product (1.0 means a 100% yield; for example, 0.34 means a 34% yield).. Dataset: Reaction yield outcomes from USPTO patents with 853,638 reactions The reactants are [C:1]([O:5][C:6]([NH:8][C@H:9]([C:13]([O:15][C:16]([CH3:19])([CH3:18])[CH3:17])=[O:14])[CH2:10][CH2:11][SH:12])=[O:7])([CH3:4])([CH3:3])[CH3:2].Br[CH2:21][CH2:22][CH2:23][OH:24]. No catalyst specified. The product is [C:1]([O:5][C:6]([NH:8][C@H:9]([C:13]([O:15][C:16]([CH3:19])([CH3:18])[CH3:17])=[O:14])[CH2:10][CH2:11][S:12][CH2:21][CH2:22][CH2:23][OH:24])=[O:7])([CH3:3])([CH3:4])[CH3:2]. The yield is 0.960.